From a dataset of Peptide-MHC class I binding affinity with 185,985 pairs from IEDB/IMGT. Regression. Given a peptide amino acid sequence and an MHC pseudo amino acid sequence, predict their binding affinity value. This is MHC class I binding data. (1) The peptide sequence is LQDDFDFNY. The MHC is HLA-A23:01 with pseudo-sequence HLA-A23:01. The binding affinity (normalized) is 0.0847. (2) The MHC is HLA-B35:01 with pseudo-sequence HLA-B35:01. The binding affinity (normalized) is 0.243. The peptide sequence is VPLTEEAEL. (3) The peptide sequence is GKMDHVMAK. The MHC is HLA-A33:01 with pseudo-sequence HLA-A33:01. The binding affinity (normalized) is 0.480.